Task: Predict the reactants needed to synthesize the given product.. Dataset: Full USPTO retrosynthesis dataset with 1.9M reactions from patents (1976-2016) (1) Given the product [O:8]([C:5]1[N:6]=[CH:7][C:2]([CH:22]=[O:23])=[CH:3][CH:4]=1)[C:9]1[CH:14]=[CH:13][CH:12]=[CH:11][CH:10]=1, predict the reactants needed to synthesize it. The reactants are: Br[C:2]1[CH:3]=[CH:4][C:5]([O:8][C:9]2[CH:14]=[CH:13][CH:12]=[CH:11][CH:10]=2)=[N:6][CH:7]=1.C([Li])CCC.CN(C)[CH:22]=[O:23]. (2) Given the product [OH:11][CH:10]([C:9]1[CH:12]=[CH:13][CH:14]=[C:7]([S:6][CH2:5][CH:4]([CH2:1][CH2:2][CH3:3])[CH2:15][CH2:16][CH3:17])[CH:8]=1)[CH2:19][C:18]#[N:20], predict the reactants needed to synthesize it. The reactants are: [CH2:1]([CH:4]([CH2:15][CH2:16][CH3:17])[CH2:5][S:6][C:7]1[CH:8]=[C:9]([CH:12]=[CH:13][CH:14]=1)[CH:10]=[O:11])[CH2:2][CH3:3].[C:18](#[N:20])[CH3:19]. (3) Given the product [Cl:35][C:20]1[CH:21]=[C:22]([F:23])[C:17]([O:16][C:15]2[N:14]([CH3:26])[N:13]=[C:12]([CH3:27])[C:11]=2[C:3]2[C:2]([F:1])=[CH:7][C:6]([O:8][CH3:9])=[CH:5][C:4]=2[F:10])=[C:18]([F:25])[CH:19]=1, predict the reactants needed to synthesize it. The reactants are: [F:1][C:2]1[CH:7]=[C:6]([O:8][CH3:9])[CH:5]=[C:4]([F:10])[C:3]=1[C:11]1[C:12]([CH3:27])=[N:13][N:14]([CH3:26])[C:15]=1[O:16][C:17]1[C:22]([F:23])=[CH:21][C:20](N)=[CH:19][C:18]=1[F:25].N(OC(C)(C)C)=O.[ClH:35]. (4) Given the product [F:1][C:2]1[C:7]([S:8][CH3:9])=[CH:6][CH:5]=[C:4]([F:10])[C:3]=1[C:21]1[N:26]=[C:25]([C:27]([NH:29][C:30]2[CH:31]=[N:32][CH:33]=[CH:34][C:35]=2[C@@H:36]2[O:41][C@H:40]([CH3:42])[C@:39]([OH:44])([CH3:43])[C@H:38]([NH:45][C:46](=[O:52])[O:47][C:48]([CH3:51])([CH3:50])[CH3:49])[CH2:37]2)=[O:28])[CH:24]=[CH:23][C:22]=1[F:53], predict the reactants needed to synthesize it. The reactants are: [F:1][C:2]1[C:7]([S:8][CH3:9])=[CH:6][CH:5]=[C:4]([F:10])[C:3]=1B1OC(C)(C)C(C)(C)O1.Br[C:21]1[N:26]=[C:25]([C:27]([NH:29][C:30]2[CH:31]=[N:32][CH:33]=[CH:34][C:35]=2[C@@H:36]2[O:41][C@H:40]([CH3:42])[C@:39]([OH:44])([CH3:43])[C@H:38]([NH:45][C:46](=[O:52])[O:47][C:48]([CH3:51])([CH3:50])[CH3:49])[CH2:37]2)=[O:28])[CH:24]=[CH:23][C:22]=1[F:53]. (5) Given the product [CH3:40][S:37]([N:36]([CH3:41])[CH2:35][CH2:34][NH:33][C:3]([C:5]1[C:6]([OH:31])=[C:7]2[C:12](=[C:13]([C:15]#[N:16])[N:14]=1)[N:11]([CH2:17][C:18]1[CH:23]=[CH:22][CH:21]=[CH:20][CH:19]=1)[C:10](=[O:24])[C:9]([C:25]1[CH:30]=[CH:29][CH:28]=[CH:27][CH:26]=1)=[CH:8]2)=[O:4])(=[O:39])=[O:38], predict the reactants needed to synthesize it. The reactants are: CO[C:3]([C:5]1[C:6]([OH:31])=[C:7]2[C:12](=[C:13]([C:15]#[N:16])[N:14]=1)[N:11]([CH2:17][C:18]1[CH:23]=[CH:22][CH:21]=[CH:20][CH:19]=1)[C:10](=[O:24])[C:9]([C:25]1[CH:30]=[CH:29][CH:28]=[CH:27][CH:26]=1)=[CH:8]2)=[O:4].Cl.[NH2:33][CH2:34][CH2:35][N:36]([CH3:41])[S:37]([CH3:40])(=[O:39])=[O:38].C[O-].[Na+]. (6) The reactants are: [CH3:1][C@H:2]1[CH2:11][C@H:10]([NH:12][C:13]2[CH:18]=[CH:17][CH:16]=[CH:15][CH:14]=2)[C:9]2[C:4](=[CH:5][CH:6]=[CH:7][CH:8]=2)[N:3]1[C:19](=[O:21])[CH3:20].[F:22][C:23]1[CH:31]=[CH:30][C:26]([C:27](Cl)=[O:28])=[CH:25][CH:24]=1.N1C=CC=CC=1. Given the product [C:19]([N:3]1[C:4]2[C:9](=[CH:8][CH:7]=[CH:6][CH:5]=2)[C@@H:10]([N:12]([C:13]2[CH:14]=[CH:15][CH:16]=[CH:17][CH:18]=2)[C:27](=[O:28])[C:26]2[CH:30]=[CH:31][C:23]([F:22])=[CH:24][CH:25]=2)[CH2:11][C@@H:2]1[CH3:1])(=[O:21])[CH3:20], predict the reactants needed to synthesize it. (7) Given the product [F:23][C:21]1[C:20]([F:24])=[CH:19][C:15]([C:16]([OH:18])=[O:17])=[C:14]([NH:12][C:11]2[N:7]([C:2]3[CH:3]=[CH:4][CH:5]=[CH:6][N:1]=3)[N:8]=[CH:9][CH:10]=2)[CH:22]=1, predict the reactants needed to synthesize it. The reactants are: [N:1]1[CH:6]=[CH:5][CH:4]=[CH:3][C:2]=1[N:7]1[C:11]([NH2:12])=[CH:10][CH:9]=[N:8]1.Cl[C:14]1[CH:22]=[C:21]([F:23])[C:20]([F:24])=[CH:19][C:15]=1[C:16]([OH:18])=[O:17].C(=O)([O-])[O-].[K+].[K+].Cl. (8) Given the product [NH2:26][CH2:25][CH2:24][CH2:23][NH:22][C:20](=[O:21])[CH2:19][N:18]1[C:17]2[CH:34]=[CH:35][CH:36]=[CH:37][C:16]=2[N:15]=[C:14]1[CH2:13][N:2]([CH3:1])[CH:3]1[C:12]2[N:11]=[CH:10][CH:9]=[CH:8][C:7]=2[CH2:6][CH2:5][CH2:4]1, predict the reactants needed to synthesize it. The reactants are: [CH3:1][N:2]([CH2:13][C:14]1[N:18]([CH2:19][C:20]([NH:22][CH2:23][CH2:24][CH2:25][NH:26]C(=O)OC(C)(C)C)=[O:21])[C:17]2[CH:34]=[CH:35][CH:36]=[CH:37][C:16]=2[N:15]=1)[CH:3]1[C:12]2[N:11]=[CH:10][CH:9]=[CH:8][C:7]=2[CH2:6][CH2:5][CH2:4]1.Cl.O1CCOCC1. (9) The reactants are: [OH:1][C:2]([C:5]1[N:6]=[C:7]([CH2:50][CH2:51][CH3:52])[N:8]([CH2:13][C:14]2[CH:19]=[CH:18][C:17]([C:20]3[CH:25]=[CH:24][CH:23]=[CH:22][C:21]=3[C:26]3[N:30]([C:31]([C:44]4[CH:49]=[CH:48][CH:47]=[CH:46][CH:45]=4)([C:38]4[CH:43]=[CH:42][CH:41]=[CH:40][CH:39]=4)[C:32]4[CH:37]=[CH:36][CH:35]=[CH:34][CH:33]=4)[N:29]=[N:28][N:27]=3)=[CH:16][CH:15]=2)[C:9]=1[C:10]([OH:12])=[O:11])([CH3:4])[CH3:3].C(=O)([O-])[O-].[K+].[K+].[I-].[K+].Cl[CH2:62][C:63]1[O:64][C:65](=[O:69])[O:66][C:67]=1[CH3:68]. Given the product [CH3:52][CH2:51][CH2:50][C:7]1[N:8]([CH2:13][C:14]2[CH:15]=[CH:16][C:17]([C:20]3[C:21]([C:26]4[N:30]([C:31]([C:44]5[CH:49]=[CH:48][CH:47]=[CH:46][CH:45]=5)([C:38]5[CH:39]=[CH:40][CH:41]=[CH:42][CH:43]=5)[C:32]5[CH:33]=[CH:34][CH:35]=[CH:36][CH:37]=5)[N:29]=[N:28][N:27]=4)=[CH:22][CH:23]=[CH:24][CH:25]=3)=[CH:18][CH:19]=2)[C:9]([C:10]([O:12][CH2:68][C:67]2[O:66][C:65](=[O:69])[O:64][C:63]=2[CH3:62])=[O:11])=[C:5]([C:2]([OH:1])([CH3:3])[CH3:4])[N:6]=1, predict the reactants needed to synthesize it.